From a dataset of TCR-epitope binding with 47,182 pairs between 192 epitopes and 23,139 TCRs. Binary Classification. Given a T-cell receptor sequence (or CDR3 region) and an epitope sequence, predict whether binding occurs between them. (1) The epitope is HPVGEADYFEY. The TCR CDR3 sequence is CASSLGPDRYEQYF. Result: 0 (the TCR does not bind to the epitope). (2) The epitope is FLNGSCGSV. The TCR CDR3 sequence is CASSQGVGDTTAEQYF. Result: 1 (the TCR binds to the epitope).